From a dataset of Peptide-MHC class I binding affinity with 185,985 pairs from IEDB/IMGT. Regression. Given a peptide amino acid sequence and an MHC pseudo amino acid sequence, predict their binding affinity value. This is MHC class I binding data. The peptide sequence is HPYVFCALL. The MHC is HLA-A80:01 with pseudo-sequence HLA-A80:01. The binding affinity (normalized) is 0.0847.